Dataset: Forward reaction prediction with 1.9M reactions from USPTO patents (1976-2016). Task: Predict the product of the given reaction. (1) Given the reactants [Cl:1][C:2]1[CH:3]=[C:4]([CH:6]=[CH:7][C:8]=1[C:9]([F:12])([F:11])[F:10])[NH2:5].N1C=CC=CC=1.CCN(C(C)C)C(C)C.[C:28](Cl)(Cl)=[O:29].CS([O-])(=O)=O.[O:37]=[C:38]1[CH:43]([N:44]2[CH2:52][C:51]3[C:46](=[CH:47][CH:48]=[C:49]([CH2:53][NH3+:54])[CH:50]=3)[C:45]2=[O:55])[CH2:42][CH2:41][C:40](=[O:56])[NH:39]1, predict the reaction product. The product is: [Cl:1][C:2]1[CH:3]=[C:4]([NH:5][C:28]([NH:54][CH2:53][C:49]2[CH:50]=[C:51]3[C:46](=[CH:47][CH:48]=2)[C:45](=[O:55])[N:44]([CH:43]2[CH2:42][CH2:41][C:40](=[O:56])[NH:39][C:38]2=[O:37])[CH2:52]3)=[O:29])[CH:6]=[CH:7][C:8]=1[C:9]([F:10])([F:11])[F:12]. (2) The product is: [Si:31]([O:38][CH2:39][C@@H:40]([N:43]([CH2:51][C:52](=[O:53])[C:1](=[CH2:2])[CH:4]([CH3:9])[CH3:5])[C:44](=[O:50])[O:45][C:46]([CH3:48])([CH3:49])[CH3:47])[CH:41]=[CH2:42])([C:34]([CH3:35])([CH3:36])[CH3:37])([CH3:32])[CH3:33]. Given the reactants [CH:1]([C:4]1[CH:9]=C(C(C)C)C=C(C(C)C)[C:5]=1S(N/N=C(/C(C)C)\C)(=O)=O)(C)[CH3:2].C([Li])CCC.[Si:31]([O:38][CH2:39][C@@H:40]([N:43]([CH2:51][C:52](N(OC)C)=[O:53])[C:44](=[O:50])[O:45][C:46]([CH3:49])([CH3:48])[CH3:47])[CH:41]=[CH2:42])([C:34]([CH3:37])([CH3:36])[CH3:35])([CH3:33])[CH3:32], predict the reaction product.